The task is: Predict the product of the given reaction.. This data is from Forward reaction prediction with 1.9M reactions from USPTO patents (1976-2016). (1) Given the reactants [CH2:1]([NH:8][C@H:9]1[CH2:14][CH2:13][C@H:12]([C:15]([O:24][Si](CC)(CC)CC)([C:20]([F:23])([F:22])[F:21])[C:16]([F:19])([F:18])[F:17])[CH2:11][CH2:10]1)[C:2]1[CH:7]=[CH:6][CH:5]=[CH:4][CH:3]=1.[C:32](OC(=O)C)(=O)[CH3:33].[NH4+].[Cl-].CCOCC, predict the reaction product. The product is: [CH2:1]([N:8]([CH2:32][CH3:33])[C@H:9]1[CH2:10][CH2:11][C@H:12]([C:15]([OH:24])([C:16]([F:18])([F:19])[F:17])[C:20]([F:21])([F:23])[F:22])[CH2:13][CH2:14]1)[C:2]1[CH:7]=[CH:6][CH:5]=[CH:4][CH:3]=1. (2) Given the reactants [C:1]([C:5]1[CH:10]=[CH:9][C:8]([C:11]([C:13]2[CH:18]=[CH:17][C:16]([C:19]([CH3:22])([CH3:21])[CH3:20])=[CH:15][CH:14]=2)=O)=[CH:7][CH:6]=1)([CH3:4])([CH3:3])[CH3:2].[C:23]([CH2:25]P(=O)(OCC)OCC)#[N:24].[H-].[Na+], predict the reaction product. The product is: [C:1]([C:5]1[CH:10]=[CH:9][C:8]([C:11]([C:13]2[CH:18]=[CH:17][C:16]([C:19]([CH3:22])([CH3:21])[CH3:20])=[CH:15][CH:14]=2)=[CH:25][C:23]#[N:24])=[CH:7][CH:6]=1)([CH3:4])([CH3:3])[CH3:2].